The task is: Predict which catalyst facilitates the given reaction.. This data is from Catalyst prediction with 721,799 reactions and 888 catalyst types from USPTO. (1) Reactant: [CH:1]1([C:4]2[C:5]([CH2:18][N:19]3[CH2:24][CH2:23][C:22]([OH:26])([CH3:25])[CH2:21][CH2:20]3)=[CH:6][C:7]([F:17])=[C:8]([CH:16]=2)[C:9]([O:11][C:12]([CH3:15])([CH3:14])[CH3:13])=[O:10])[CH2:3][CH2:2]1.Cl[C:28]1[CH:33]=[C:32]([C:34]([F:37])([F:36])[F:35])[C:31]([Cl:38])=[CH:30][N:29]=1.C[Si]([N-][Si](C)(C)C)(C)C.[Li+]. Product: [Cl:38][C:31]1[C:32]([C:34]([F:37])([F:35])[F:36])=[CH:33][C:28]([O:26][C:22]2([CH3:25])[CH2:21][CH2:20][N:19]([CH2:18][C:5]3[C:4]([CH:1]4[CH2:2][CH2:3]4)=[CH:16][C:8]([C:9]([O:11][C:12]([CH3:15])([CH3:14])[CH3:13])=[O:10])=[C:7]([F:17])[CH:6]=3)[CH2:24][CH2:23]2)=[N:29][CH:30]=1. The catalyst class is: 54. (2) Reactant: CS([C:5]1[N:10]=[CH:9][C:8]([C:11]#[C:12][C:13]2[CH:18]=[CH:17][CH:16]=[CH:15][CH:14]=2)=[CH:7][N:6]=1)(=O)=O.[CH:19]1([NH2:24])[CH2:23][CH2:22][CH2:21][CH2:20]1.CCN(CC)CC. Product: [CH:19]1([NH:24][C:5]2[N:10]=[CH:9][C:8]([C:11]#[C:12][C:13]3[CH:18]=[CH:17][CH:16]=[CH:15][CH:14]=3)=[CH:7][N:6]=2)[CH2:23][CH2:22][CH2:21][CH2:20]1. The catalyst class is: 1. (3) Reactant: Br[C:2]1[N:3]([CH2:12][C:13]#[C:14][CH3:15])[C:4]2[C:9](=[O:10])[NH:8][N:7]=[CH:6][C:5]=2[N:11]=1.C(=O)([O-])[O-].[K+].[K+].[C:22]([O:26][C:27]([N:29]1[CH2:34][CH2:33][NH:32][CH2:31][CH2:30]1)=[O:28])([CH3:25])([CH3:24])[CH3:23].O. Product: [C:22]([O:26][C:27]([N:29]1[CH2:34][CH2:33][N:32]([C:2]2[N:3]([CH2:12][C:13]#[C:14][CH3:15])[C:4]3[C:9](=[O:10])[NH:8][N:7]=[CH:6][C:5]=3[N:11]=2)[CH2:31][CH2:30]1)=[O:28])([CH3:25])([CH3:23])[CH3:24]. The catalyst class is: 9. (4) Reactant: Br[C:2]1[CH:3]=[C:4]([C:8]2[CH:13]=[CH:12][CH:11]=[CH:10][CH:9]=2)[CH:5]=[CH:6][CH:7]=1.[NH2:14][C@@H:15]([CH2:19][C:20]1[CH:25]=[C:24]([O:26][CH3:27])[C:23]([O:28][CH3:29])=[C:22]([O:30][CH3:31])[CH:21]=1)[C:16]([OH:18])=[O:17].C([O-])([O-])=O.[K+].[K+]. Product: [C:4]1([C:8]2[CH:13]=[CH:12][CH:11]=[CH:10][CH:9]=2)[CH:5]=[CH:6][CH:7]=[C:2]([NH:14][C@@H:15]([CH2:19][C:20]2[CH:21]=[C:22]([O:30][CH3:31])[C:23]([O:28][CH3:29])=[C:24]([O:26][CH3:27])[CH:25]=2)[C:16]([OH:18])=[O:17])[CH:3]=1. The catalyst class is: 122. (5) Reactant: [C:1]([N:8]1[CH2:13][CH2:12][CH2:11][CH2:10][C@H:9]1[CH2:14][CH2:15][OH:16])([O:3][C:4]([CH3:7])([CH3:6])[CH3:5])=[O:2].[CH:17]1[CH:18]=[CH:19][C:20]([CH2:23][C:24]2[CH:25]=[CH:26][C:27](O)=[CH:28][CH:29]=2)=[CH:21][CH:22]=1.C1(P(C2C=CC=CC=2)C2C=CC=CC=2)C=CC=CC=1.N(C(OC(C)C)=O)=NC(OC(C)C)=O. Product: [C:4]([O:3][C:1]([N:8]1[CH2:13][CH2:12][CH2:11][CH2:10][C@H:9]1[CH2:14][CH2:15][O:16][C:27]1[CH:26]=[CH:25][C:24]([CH2:23][C:20]2[CH:21]=[CH:22][CH:17]=[CH:18][CH:19]=2)=[CH:29][CH:28]=1)=[O:2])([CH3:7])([CH3:6])[CH3:5]. The catalyst class is: 7. (6) Reactant: [C:9](O[C:9]([O:11][C:12]([CH3:15])([CH3:14])[CH3:13])=[O:10])([O:11][C:12]([CH3:15])([CH3:14])[CH3:13])=[O:10].[Br:16][C:17]1[CH:22]=[CH:21][C:20]([CH2:23][CH2:24][NH2:25])=[CH:19][CH:18]=1. Product: [Br:16][C:17]1[CH:22]=[CH:21][C:20]([CH2:23][CH2:24][NH:25][C:9](=[O:10])[O:11][C:12]([CH3:13])([CH3:14])[CH3:15])=[CH:19][CH:18]=1. The catalyst class is: 7. (7) Reactant: O[Li:2].O.[CH3:4][O:5][C:6]([NH:8][CH2:9][CH2:10][O:11][CH:12]([C:23]1[CH:24]=[C:25](C)[CH:26]=[CH:27][CH:28]=1)[C:13]1[CH:14]=[C:15]([CH:20]=[CH:21][CH:22]=1)[C:16]([O:18]C)=[O:17])=[O:7]. Product: [CH3:4][O:5][C:6]([NH:8][CH2:9][CH2:10][O:11][CH:12]([C:23]1[CH:24]=[CH:25][CH:26]=[CH:27][CH:28]=1)[C:13]1[CH:14]=[C:15]([CH:20]=[CH:21][CH:22]=1)[C:16]([O-:18])=[O:17])=[O:7].[Li+:2]. The catalyst class is: 24.